Dataset: Reaction yield outcomes from USPTO patents with 853,638 reactions. Task: Predict the reaction yield, written as a fraction of the theoretical maximum amount of product (1.0 means a 100% yield; for example, 0.34 means a 34% yield). (1) The reactants are Br[C:2]1[CH:9]=[CH:8][C:7]([O:10][CH3:11])=[CH:6][C:3]=1[C:4]#[N:5].CC1(C)C(C)(C)OB([C:20]2[CH:26]=[CH:25][CH:24]=[CH:23][C:21]=2[NH2:22])O1.O.P([O-])([O-])([O-])=O.[K+].[K+].[K+].C1(C)C=CC=CC=1. The catalyst is Cl[Pd](Cl)([P](C1C=CC=CC=1)(C1C=CC=CC=1)C1C=CC=CC=1)[P](C1C=CC=CC=1)(C1C=CC=CC=1)C1C=CC=CC=1.O. The product is [CH3:11][O:10][C:7]1[CH:8]=[CH:9][C:2]2[C:3](=[C:4]([NH2:5])[N:22]=[C:21]3[C:20]=2[CH:26]=[CH:25][CH:24]=[CH:23]3)[CH:6]=1. The yield is 0.680. (2) The reactants are [C:1]([OH:7])(=[O:6])[CH2:2][C:3](O)=O.[F:8][C:9]1[CH:16]=[C:15]([O:17][CH2:18][C:19]2[CH:24]=[CH:23][CH:22]=[CH:21][N:20]=2)[CH:14]=[CH:13][C:10]=1C=O.N1CCCCC1.Cl. The product is [F:8][C:9]1[CH:16]=[C:15]([O:17][CH2:18][C:19]2[CH:24]=[CH:23][CH:22]=[CH:21][N:20]=2)[CH:14]=[CH:13][C:10]=1/[CH:3]=[CH:2]/[C:1]([OH:7])=[O:6]. The yield is 0.850. The catalyst is O.N1C=CC=CC=1. (3) The product is [Cl:1][C:2]1[CH:3]=[CH:4][C:5]2[O:9][CH2:10][CH2:11][C:12]3[CH:16]=[CH:15][S:14][C:13]=3[C:6]=2[N:7]=1. The reactants are [Cl:1][C:2]1[N:7]=[C:6](I)[C:5]([O:9][CH2:10][CH2:11][C:12]2[CH:16]=[CH:15][S:14][CH:13]=2)=[CH:4][CH:3]=1.C(=O)([O-])[O-].[K+].[K+]. The yield is 0.890. The catalyst is C(#N)C.[Cl-].C([N+](CC)(CC)CC)C.C(Cl)Cl.C([O-])(=O)C.[Pd+2].C([O-])(=O)C.C1(P(C2C=CC=CC=2)C2C=CC=CC=2)C=CC=CC=1.